From a dataset of Forward reaction prediction with 1.9M reactions from USPTO patents (1976-2016). Predict the product of the given reaction. (1) Given the reactants Cl[C:2]1[C:7]([CH2:8][CH2:9][CH2:10][NH:11][C@@H:12]2[C@H:16]([CH2:17][CH3:18])[CH2:15][C@H:14]([NH:19][S:20]([CH:23]3[CH2:25][CH2:24]3)(=[O:22])=[O:21])[CH2:13]2)=[CH:6][N:5]=[C:4]2[N:26]([S:29]([C:32]3[CH:38]=[CH:37][C:35]([CH3:36])=[CH:34][CH:33]=3)(=[O:31])=[O:30])[CH:27]=[CH:28][C:3]=12.CCN(C(C)C)C(C)C.[I-].[K+], predict the reaction product. The product is: [CH2:17]([C@H:16]1[C@@H:12]([N:11]2[C:2]3[C:7](=[CH:6][N:5]=[C:4]4[N:26]([S:29]([C:32]5[CH:38]=[CH:37][C:35]([CH3:36])=[CH:34][CH:33]=5)(=[O:31])=[O:30])[CH:27]=[CH:28][C:3]4=3)[CH2:8][CH2:9][CH2:10]2)[CH2:13][C@@H:14]([NH:19][S:20]([CH:23]2[CH2:25][CH2:24]2)(=[O:22])=[O:21])[CH2:15]1)[CH3:18]. (2) The product is: [Cl:1][C:2]1[CH:3]=[CH:4][C:5]([C:8]2[C:14]3[CH:15]=[CH:16][CH:17]=[CH:18][C:13]=3[C:12]3[C:19]([CH3:22])=[N:20][O:21][C:11]=3[C@H:10]([CH2:23][C:24]([NH:40][CH2:38][CH3:39])=[O:26])[N:9]=2)=[CH:6][CH:7]=1. Given the reactants [Cl:1][C:2]1[CH:7]=[CH:6][C:5]([C:8]2[C:14]3[CH:15]=[CH:16][CH:17]=[CH:18][C:13]=3[C:12]3[C:19]([CH3:22])=[N:20][O:21][C:11]=3[C@H:10]([CH2:23][C:24]([O:26]C(C)(C)C)=O)[N:9]=2)=[CH:4][CH:3]=1.C(O)(C(F)(F)F)=O.[CH2:38]([NH2:40])[CH3:39].CN(C(ON1N=NC2C=CC=NC1=2)=[N+](C)C)C.F[P-](F)(F)(F)(F)F.CCN(C(C)C)C(C)C, predict the reaction product. (3) The product is: [CH:13]1([CH:2]([NH:19][C:20]2[CH:21]=[CH:22][C:23]([C:26]([N:28]([CH3:36])[CH2:29][CH2:30][C:31]([OH:33])=[O:32])=[O:27])=[CH:24][CH:25]=2)[C:3]2[C:11]3[C:6](=[CH:7][CH:8]=[CH:9][CH:10]=3)[N:5]([CH3:12])[N:4]=2)[CH2:18][CH2:17][CH2:16][CH2:15][CH2:14]1. Given the reactants Cl[CH:2]([CH:13]1[CH2:18][CH2:17][CH2:16][CH2:15][CH2:14]1)[C:3]1[C:11]2[C:6](=[CH:7][CH:8]=[CH:9][CH:10]=2)[N:5]([CH3:12])[N:4]=1.[NH2:19][C:20]1[CH:25]=[CH:24][C:23]([C:26]([N:28]([CH3:36])[CH2:29][CH2:30][C:31]([O:33]CC)=[O:32])=[O:27])=[CH:22][CH:21]=1.[I-].[Na+].C(=O)([O-])[O-].[Na+].[Na+].[Cl-].[NH4+].[OH-].[Na+], predict the reaction product. (4) Given the reactants CC(C)(C)C([O:5][CH2:6][C@@H:7]1[C@@H:12]([O:13]C(=O)C(C)(C)C)[C@H:11]([O:20]C(=O)C(C)(C)C)[C@H:10]([O:27]C(=O)C(C)(C)C)[C@@H:9]([C:34]2[CH:39]=[CH:38][C:37]([C:40]3[CH:45]=[CH:44][C:43]([C@@H:46]4[C@@H:51]([O:52]C(=O)C(C)(C)C)[C@@H:50]([O:59]C(=O)C(C)(C)C)[C@H:49]([O:66]C(=O)C(C)(C)C)[C@@H:48]([CH2:73][O:74]C(=O)C(C)(C)C)[O:47]4)=[CH:42][CH:41]=3)=[CH:36][CH:35]=2)[O:8]1)=O.CO[Na].C(O)(=O)C, predict the reaction product. The product is: [C:37]1([C:40]2[CH:45]=[CH:44][C:43]([C@H:46]3[O:47][C@H:48]([CH2:73][OH:74])[C@@H:49]([OH:66])[C@H:50]([OH:59])[C@@H:51]3[OH:52])=[CH:42][CH:41]=2)[CH:36]=[CH:35][C:34]([C@H:9]2[O:8][C@H:7]([CH2:6][OH:5])[C@@H:12]([OH:13])[C@H:11]([OH:20])[C@@H:10]2[OH:27])=[CH:39][CH:38]=1.